This data is from Reaction yield outcomes from USPTO patents with 853,638 reactions. The task is: Predict the reaction yield, written as a fraction of the theoretical maximum amount of product (1.0 means a 100% yield; for example, 0.34 means a 34% yield). The reactants are [I:1][C:2]1[CH:7]=[CH:6][C:5]([OH:8])=[CH:4][CH:3]=1.CS(O[CH2:14][CH2:15][O:16][CH2:17][CH2:18][O:19][CH2:20][CH2:21][O:22][CH2:23][CH2:24][O:25][CH2:26][CH2:27][O:28][CH3:29])(=O)=O.C(=O)([O-])[O-].[K+].[K+]. The catalyst is CN(C=O)C.CCOC(C)=O. The product is [I:1][C:2]1[CH:7]=[CH:6][C:5]([O:8][CH2:14][CH2:15][O:16][CH2:17][CH2:18][O:19][CH2:20][CH2:21][O:22][CH2:23][CH2:24][O:25][CH2:26][CH2:27][O:28][CH3:29])=[CH:4][CH:3]=1. The yield is 0.910.